Dataset: Forward reaction prediction with 1.9M reactions from USPTO patents (1976-2016). Task: Predict the product of the given reaction. (1) The product is: [CH2:1]([O:8][CH2:9][CH2:10][O:11][CH2:12][C:13]([CH3:16])([OH:14])[CH3:15])[C:2]1[CH:7]=[CH:6][CH:5]=[CH:4][CH:3]=1. Given the reactants [CH2:1]([O:8][CH2:9][CH2:10][OH:11])[C:2]1[CH:7]=[CH:6][CH:5]=[CH:4][CH:3]=1.[CH3:12][C:13]1([CH3:16])[CH2:15][O:14]1.[OH-].[Na+].O, predict the reaction product. (2) The product is: [Cl:1][C:2]1[CH:18]=[CH:17][C:5]2[CH2:6][CH2:7][NH:8][CH2:9][CH2:10][C:4]=2[C:3]=1[C:19]#[C:20][CH2:21][CH2:22][NH:23][C:24](=[O:29])[C:25]([CH3:27])([CH3:26])[CH3:28]. Given the reactants [Cl:1][C:2]1[CH:18]=[CH:17][C:5]2[CH2:6][CH2:7][N:8](C(=O)C(F)(F)F)[CH2:9][CH2:10][C:4]=2[C:3]=1[C:19]#[C:20][CH2:21][CH2:22][NH:23][C:24](=[O:29])[C:25]([CH3:28])([CH3:27])[CH3:26], predict the reaction product. (3) Given the reactants [F:1][C:2]1[CH:3]=[C:4]([CH:22]=[CH:23][CH:24]=1)[CH2:5][N:6]1[CH:11]=[CH:10][C:9]([O:12]CC2C=CC=C(F)C=2)=[CH:8][C:7]1=[O:21], predict the reaction product. The product is: [F:1][C:2]1[CH:3]=[C:4]([CH:22]=[CH:23][CH:24]=1)[CH2:5][N:6]1[CH:11]=[CH:10][C:9]([OH:12])=[CH:8][C:7]1=[O:21]. (4) Given the reactants Cl[C:2]1[CH:11]=[CH:10][N:9]=[C:8]2[C:3]=1[CH:4]=[CH:5][C:6]([CH3:12])=[N:7]2.[NH2:13][C:14]1[CH:19]=[C:18]([CH3:20])[CH:17]=[CH:16][C:15]=1[C:21]1[CH:26]=[CH:25][C:24]([NH:27][C:28](=[O:30])[CH3:29])=[CH:23][CH:22]=1, predict the reaction product. The product is: [CH3:20][C:18]1[CH:17]=[CH:16][C:15]([C:21]2[CH:26]=[CH:25][C:24]([NH:27][C:28](=[O:30])[CH3:29])=[CH:23][CH:22]=2)=[C:14]([NH:13][C:2]2[C:3]3[C:8](=[N:7][C:6]([CH3:12])=[CH:5][CH:4]=3)[N:9]=[CH:10][CH:11]=2)[CH:19]=1. (5) Given the reactants [CH:1]1([N:7]2[C:12](=[O:13])[C:11]([C:14]([NH:16][CH2:17][C:18]([O:20]CC)=[O:19])=[O:15])=[C:10]([OH:23])[C:9]([C:24](OC)=[O:25])=[C:8]2[OH:28])[CH2:6][CH2:5][CH2:4][CH2:3][CH2:2]1.[CH:29]1([NH2:34])[CH2:33][CH2:32][CH2:31][CH2:30]1, predict the reaction product. The product is: [CH:1]1([N:7]2[C:8]([OH:28])=[C:9]([C:24]([NH:34][CH:29]3[CH2:33][CH2:32][CH2:31][CH2:30]3)=[O:25])[C:10]([OH:23])=[C:11]([C:14]([NH:16][CH2:17][C:18]([OH:20])=[O:19])=[O:15])[C:12]2=[O:13])[CH2:2][CH2:3][CH2:4][CH2:5][CH2:6]1. (6) Given the reactants [Cl:1][C:2]1[C:11]([O:12][CH2:13][C:14]2[CH:19]=[CH:18][C:17]([O:20][CH3:21])=[CH:16][CH:15]=2)=[C:10]([O:22][CH2:23][C:24]2[CH:29]=[CH:28][C:27]([O:30][CH3:31])=[CH:26][CH:25]=2)[CH:9]=[C:8]2[C:3]=1[C:4](=[O:36])[C:5]([CH:34]=O)=[CH:6][N:7]2[CH2:32][CH3:33].[NH:37]1[CH2:41][CH2:40][CH2:39][CH2:38]1.C(O[BH-](OC(=O)C)OC(=O)C)(=O)C.[Na+].C(Cl)Cl, predict the reaction product. The product is: [Cl:1][C:2]1[C:11]([O:12][CH2:13][C:14]2[CH:15]=[CH:16][C:17]([O:20][CH3:21])=[CH:18][CH:19]=2)=[C:10]([O:22][CH2:23][C:24]2[CH:25]=[CH:26][C:27]([O:30][CH3:31])=[CH:28][CH:29]=2)[CH:9]=[C:8]2[C:3]=1[C:4](=[O:36])[C:5]([CH2:34][N:37]1[CH2:41][CH2:40][CH2:39][CH2:38]1)=[CH:6][N:7]2[CH2:32][CH3:33]. (7) The product is: [CH2:16]([O:23][C:24](=[O:33])[NH:25][CH:26]1[CH2:31][CH2:30][N:29]([CH2:15][CH:13]([OH:14])[C:10]2[CH:9]=[CH:8][CH:7]=[C:6]3[C:11]=2[CH:12]=[C:3]([O:2][CH3:1])[CH:4]=[N:5]3)[CH2:28][CH:27]1[F:32])[C:17]1[CH:18]=[CH:19][CH:20]=[CH:21][CH:22]=1. Given the reactants [CH3:1][O:2][C:3]1[CH:4]=[N:5][C:6]2[C:11]([CH:12]=1)=[C:10]([CH:13]1[CH2:15][O:14]1)[CH:9]=[CH:8][CH:7]=2.[CH2:16]([O:23][C:24](=[O:33])[NH:25][CH:26]1[CH2:31][CH2:30][NH:29][CH2:28][CH:27]1[F:32])[C:17]1[CH:22]=[CH:21][CH:20]=[CH:19][CH:18]=1.Cl([O-])(=O)(=O)=O.[Li+], predict the reaction product. (8) Given the reactants [C:1]([O:4][C:5]1[CH:14]=[C:13](C(Br)Br)[C:12]([Cl:18])=[CH:11][C:6]=1C(OC)=O)(=O)[CH3:2].[C:19](=[O:22])([O-])[O-:20].[Ca+2].[C:24](=[O:27])([O-])[O-].[Cs+].[Cs+].[CH2:30](Br)[C:31]1[CH:36]=[CH:35][CH:34]=[CH:33][CH:32]=1, predict the reaction product. The product is: [Cl:18][C:12]1[C:13]([CH:24]=[O:27])=[CH:14][C:5]([O:4][CH2:1][C:2]2[CH:13]=[CH:14][CH:5]=[CH:6][CH:11]=2)=[C:6]([CH:11]=1)[C:19]([O:20][CH2:30][C:31]1[CH:36]=[CH:35][CH:34]=[CH:33][CH:32]=1)=[O:22].